The task is: Predict the reactants needed to synthesize the given product.. This data is from Full USPTO retrosynthesis dataset with 1.9M reactions from patents (1976-2016). (1) Given the product [Br:1][C:2]1[CH:3]=[C:4]([C:9]([N:11]2[CH2:15][CH2:14][C:13]([C:16]3[CH:21]=[C:20]([Br:22])[C:19]([OH:23])=[C:18]([Br:33])[CH:17]=3)=[N:12]2)=[O:10])[CH:5]=[CH:6][C:7]=1[Cl:8], predict the reactants needed to synthesize it. The reactants are: [Br:1][C:2]1[CH:3]=[C:4]([C:9]([N:11]2[CH2:15][CH2:14][C:13]([C:16]3[CH:21]=[C:20]([Br:22])[C:19]([O:23]CC4C=CC(OC)=CC=4)=[C:18]([Br:33])[CH:17]=3)=[N:12]2)=[O:10])[CH:5]=[CH:6][C:7]=1[Cl:8].FC(F)(F)C(O)=O. (2) The reactants are: [NH2:1][C:2]1[C:7]([NH:8][C:9](=O)[C:10]2[CH:15]=[C:14]([O:16][C@@H:17]([CH3:21])[CH2:18][O:19][CH3:20])[CH:13]=[C:12]([O:22][CH2:23][C:24]3[CH:29]=[CH:28][CH:27]=[CH:26][CH:25]=3)[CH:11]=2)=[CH:6][N:5]=[CH:4][N:3]=1. Given the product [CH2:23]([O:22][C:12]1[CH:11]=[C:10]([C:9]2[NH:1][C:2]3[C:7]([N:8]=2)=[CH:6][N:5]=[CH:4][N:3]=3)[CH:15]=[C:14]([O:16][C@@H:17]([CH3:21])[CH2:18][O:19][CH3:20])[CH:13]=1)[C:24]1[CH:29]=[CH:28][CH:27]=[CH:26][CH:25]=1, predict the reactants needed to synthesize it. (3) Given the product [CH3:1][O:2][C:3]([C:5]1([CH3:17])[CH:9]([CH3:10])[O:8][C:7]([C:11]2[CH:16]=[CH:15][CH:14]=[CH:13][CH:12]=2)=[N:6]1)=[O:4], predict the reactants needed to synthesize it. The reactants are: [CH3:1][O:2][C:3]([CH:5]1[CH:9]([CH3:10])[O:8][C:7]([C:11]2[CH:16]=[CH:15][CH:14]=[CH:13][CH:12]=2)=[N:6]1)=[O:4].[CH:17](NC(C)C)(C)C.[Li].IC.[Cl-].[NH4+]. (4) Given the product [CH2:1]([C:3]1[CH:8]=[CH:7][CH:6]=[CH:5][C:4]=1[C:9]1[CH:14]=[CH:13][C:12]([C:15]([OH:17])=[O:16])=[CH:11][C:10]=1[CH2:19][O:20][CH3:21])[CH3:2], predict the reactants needed to synthesize it. The reactants are: [CH2:1]([C:3]1[CH:8]=[CH:7][CH:6]=[CH:5][C:4]=1[C:9]1[CH:14]=[CH:13][C:12]([C:15]([O:17]C)=[O:16])=[CH:11][C:10]=1[CH2:19][O:20][CH3:21])[CH3:2].O.[OH-].[Li+]. (5) Given the product [C:23]([O:22][C:21]([NH:20][C:17]1[CH:18]=[CH:19][C:14]([CH2:13][N:36]2[CH2:37][CH2:38][N:34]([C:32]3[S:31][C:30]([C:40]([O:42][CH2:43][CH3:44])=[O:41])=[C:29]([CH3:28])[CH:33]=3)[C:35]2=[O:39])=[CH:15][CH:16]=1)=[O:27])([CH3:26])([CH3:25])[CH3:24], predict the reactants needed to synthesize it. The reactants are: BrCCO[Si](C(C)(C)C)(C)C.Cl[CH2:13][C:14]1[CH:19]=[CH:18][C:17]([NH:20][C:21](=[O:27])[O:22][C:23]([CH3:26])([CH3:25])[CH3:24])=[CH:16][CH:15]=1.[CH3:28][C:29]1[CH:33]=[C:32]([N:34]2[CH2:38][CH2:37][NH:36][C:35]2=[O:39])[S:31][C:30]=1[C:40]([O:42][CH2:43][CH3:44])=[O:41]. (6) Given the product [CH:1]1([NH:4][C:5]2[N:6]=[CH:7][C:8]3[C:17]4[CH:16]=[CH:15][C:14]([NH:52][C:55](=[O:40])[O:60][CH:57]([CH3:59])[CH3:58])=[CH:13][C:12]=4[N:11]=[C:10]([NH:21][C:22]4[CH:27]=[CH:26][CH:25]=[C:24]([C:28]([F:29])([F:30])[F:31])[CH:23]=4)[C:9]=3[N:32]=2)[CH2:2][CH2:3]1, predict the reactants needed to synthesize it. The reactants are: [CH:1]1([NH:4][C:5]2[N:6]=[CH:7][C:8]3[C:17]4[CH:16]=[CH:15][C:14](C(O)=O)=[CH:13][C:12]=4[N:11]=[C:10]([NH:21][C:22]4[CH:27]=[CH:26][CH:25]=[C:24]([C:28]([F:31])([F:30])[F:29])[CH:23]=4)[C:9]=3[N:32]=2)[CH2:3][CH2:2]1.C1(P(N=[N+]=[N-])(C2C=CC=CC=2)=[O:40])C=CC=CC=1.C([N:52]([CH2:55]C)CC)C.[CH:57]([OH:60])([CH3:59])[CH3:58].